Dataset: Catalyst prediction with 721,799 reactions and 888 catalyst types from USPTO. Task: Predict which catalyst facilitates the given reaction. (1) Reactant: [NH2:1][C:2]1[N:7]=[C:6](S(C)=O)[C:5]([C:11]#[N:12])=[C:4]([N:13]2[CH:17]=[CH:16][CH:15]=[N:14]2)[N:3]=1.[N:18]1[CH:23]=[CH:22][CH:21]=[C:20]([CH2:24][OH:25])[CH:19]=1.C1CCN2C(=NCCC2)CC1. Product: [NH2:1][C:2]1[N:3]=[C:4]([N:13]2[CH:17]=[CH:16][CH:15]=[N:14]2)[C:5]([C:11]#[N:12])=[C:6]([O:25][CH2:24][C:20]2[CH:19]=[N:18][CH:23]=[CH:22][CH:21]=2)[N:7]=1. The catalyst class is: 57. (2) The catalyst class is: 22. Reactant: N[C:2]1[CH:23]=[CH:22][C:5]2[C:6]3[C:19]([O:20][CH3:21])=[CH:18][CH:17]=[CH:16][C:7]=3[O:8][CH:9]([C:10]3[CH:15]=[CH:14][CH:13]=[CH:12][CH:11]=3)[C:4]=2[CH:3]=1.[N:24]1C=CC=CC=1.[C:30]1([S:36](Cl)(=[O:38])=[O:37])[CH:35]=[CH:34][CH:33]=[CH:32][CH:31]=1. Product: [CH3:21][O:20][C:19]1[C:6]2[C:5]3[CH:22]=[CH:23][C:2]([C:31]4[CH:32]=[CH:33][CH:34]=[CH:35][C:30]=4[S:36]([NH2:24])(=[O:38])=[O:37])=[CH:3][C:4]=3[CH:9]([C:10]3[CH:15]=[CH:14][CH:13]=[CH:12][CH:11]=3)[O:8][C:7]=2[CH:16]=[CH:17][CH:18]=1. (3) Reactant: [Br:1][C:2]1[CH:3]=[C:4]2[C:12](=[CH:13][CH:14]=1)[NH:11][C:10]1[CH:9]([NH2:15])[CH2:8][CH2:7][CH2:6][C:5]2=1.[CH3:16][C:17]([O:20][C:21](O[C:21]([O:20][C:17]([CH3:19])([CH3:18])[CH3:16])=[O:22])=[O:22])([CH3:19])[CH3:18]. Product: [C:17]([O:20][C:21](=[O:22])[NH:15][CH:9]1[C:10]2[NH:11][C:12]3[C:4](=[CH:3][C:2]([Br:1])=[CH:14][CH:13]=3)[C:5]=2[CH2:6][CH2:7][CH2:8]1)([CH3:19])([CH3:18])[CH3:16]. The catalyst class is: 21. (4) Reactant: [C:1]([O:5][C:6]([N:8]1[CH2:12][CH2:11][C@H:10]([F:13])[C@H:9]1[C:14]([O:16]CC1C=CC=CC=1)=[O:15])=[O:7])([CH3:4])([CH3:3])[CH3:2]. Product: [C:1]([O:5][C:6]([N:8]1[CH2:12][CH2:11][C@H:10]([F:13])[C@H:9]1[C:14]([OH:16])=[O:15])=[O:7])([CH3:4])([CH3:2])[CH3:3]. The catalyst class is: 19. (5) Reactant: Cl.[NH2:2][C@H:3]([C:9]([OH:11])=[O:10])[CH2:4][CH2:5][CH2:6][CH2:7][NH2:8].N1C2C=CC=CC=2N=N1.[C:21](=O)([O:27]C1C=CC=CC=1)[O:22][C:23]([CH3:26])([CH3:25])[CH3:24]. Product: [NH2:2][C@H:3]([C:9]([OH:11])=[O:10])[CH2:4][CH2:5][CH2:6][CH2:7][NH:8][C:21]([O:22][C:23]([CH3:26])([CH3:25])[CH3:24])=[O:27]. The catalyst class is: 90. (6) Reactant: [Si]([O:8][CH2:9][C:10]1([CH2:13][N:14]2[CH:23]=[C:22]([S:24][CH2:25][C@@H:26]3[CH2:31][CH2:30][CH2:29][N:28](C(OC(C)(C)C)=O)[CH2:27]3)[C:21]3[C:16](=[CH:17][CH:18]=[C:19]([C:39]4[CH:44]=[C:43]([C:45](=[O:50])[NH:46][CH:47]5[CH2:49][CH2:48]5)[CH:42]=[C:41]([F:51])[C:40]=4[CH3:52])[CH:20]=3)[C:15]2=[O:53])[CH2:12][CH2:11]1)(C(C)(C)C)(C)C.C(O)C. Product: [CH:47]1([NH:46][C:45](=[O:50])[C:43]2[CH:44]=[C:39]([C:19]3[CH:20]=[C:21]4[C:16](=[CH:17][CH:18]=3)[C:15](=[O:53])[N:14]([CH2:13][C:10]3([CH2:9][OH:8])[CH2:12][CH2:11]3)[CH:23]=[C:22]4[S:24][CH2:25][C@@H:26]3[CH2:31][CH2:30][CH2:29][NH:28][CH2:27]3)[C:40]([CH3:52])=[C:41]([F:51])[CH:42]=2)[CH2:49][CH2:48]1. The catalyst class is: 89. (7) Reactant: Br[CH2:2][CH2:3][CH2:4][NH:5][C:6](=[O:12])[O:7][C:8]([CH3:11])([CH3:10])[CH3:9].[CH3:13][C:14]([S-:17])([CH3:16])[CH3:15].[Na+]. Product: [C:14]([S:17][CH2:2][CH2:3][CH2:4][NH:5][C:6](=[O:12])[O:7][C:8]([CH3:11])([CH3:10])[CH3:9])([CH3:16])([CH3:15])[CH3:13]. The catalyst class is: 8.